Task: Predict the product of the given reaction.. Dataset: Forward reaction prediction with 1.9M reactions from USPTO patents (1976-2016) (1) Given the reactants O[CH:2]([C:4]1[O:5][C:6](=[O:28])[C:7]2[C:12]([C:13]=1[C:14]1[CH:19]=[CH:18][C:17]([CH2:20][N:21]3[CH2:26][CH2:25][N:24]([CH3:27])[CH2:23][CH2:22]3)=[CH:16][CH:15]=1)=[CH:11][CH:10]=[CH:9][CH:8]=2)[CH3:3].[F:29][C:30]1[CH:31]=[C:32]([C:38]2[C:46]3[C:41](=[N:42][CH:43]=[N:44][C:45]=3[NH2:47])[NH:40][N:39]=2)[CH:33]=[C:34]([O:36][CH3:37])[CH:35]=1, predict the reaction product. The product is: [NH2:47][C:45]1[N:44]=[CH:43][N:42]=[C:41]2[N:40]([CH:2]([C:4]3[O:5][C:6](=[O:28])[C:7]4[C:12]([C:13]=3[C:14]3[CH:15]=[CH:16][C:17]([CH2:20][N:21]5[CH2:26][CH2:25][N:24]([CH3:27])[CH2:23][CH2:22]5)=[CH:18][CH:19]=3)=[CH:11][CH:10]=[CH:9][CH:8]=4)[CH3:3])[N:39]=[C:38]([C:32]3[CH:33]=[C:34]([O:36][CH3:37])[CH:35]=[C:30]([F:29])[CH:31]=3)[C:46]=12. (2) Given the reactants [C:1]([S:4][CH:5]([CH2:13][CH2:14][S:15][C:16](=[O:18])[CH3:17])[CH2:6][CH2:7][CH2:8][CH2:9][C:10]([OH:12])=[O:11])(=[O:3])[CH3:2].C1[C@@H](CCC[CH2:27][C:28](O)=[O:29])SSC1.SC(CCS)CCCCC(O)=O, predict the reaction product. The product is: [C:28]([O:11][C:10](=[O:12])[CH2:9][CH2:8][CH2:7][CH2:6][CH:5]([S:4][C:1](=[O:3])[CH3:2])[CH2:13][CH2:14][S:15][C:16](=[O:18])[CH3:17])(=[O:29])[CH3:27]. (3) The product is: [F:40][CH:27]([F:26])[C:28]1[CH:32]=[C:31]([CH:33]([F:35])[F:34])[N:30]([CH2:36][C:37]([N:23]2[CH2:24][CH2:25][CH:20]([C:17]3[S:18][CH:19]=[C:15]([C:12]4[CH2:11][CH:10]([C:5]5[CH:6]=[CH:7][CH:8]=[CH:9][C:4]=5[CH:2]=[O:3])[O:14][N:13]=4)[N:16]=3)[CH2:21][CH2:22]2)=[O:38])[N:29]=1. Given the reactants [Cl-].[CH:2]([C:4]1[CH:9]=[CH:8][CH:7]=[CH:6][C:5]=1[CH:10]1[O:14][N:13]=[C:12]([C:15]2[N:16]=[C:17]([CH:20]3[CH2:25][CH2:24][NH2+:23][CH2:22][CH2:21]3)[S:18][CH:19]=2)[CH2:11]1)=[O:3].[F:26][CH:27]([F:40])[C:28]1[CH:32]=[C:31]([CH:33]([F:35])[F:34])[N:30]([CH2:36][C:37](O)=[O:38])[N:29]=1, predict the reaction product. (4) Given the reactants [Cl:1][C:2]1[CH:3]=[C:4]([CH:15]=[CH:16][C:17]=1[Cl:18])[CH2:5][O:6][C:7]1[CH:14]=[CH:13][C:10]([CH:11]=O)=[CH:9][CH:8]=1.[CH3:19][CH:20]1[CH:25]([C:26]([OH:28])=[O:27])[CH2:24][CH2:23][NH:22][CH2:21]1.CC(O)=O.C([BH3-])#N, predict the reaction product. The product is: [Cl:1][C:2]1[CH:3]=[C:4]([CH:15]=[CH:16][C:17]=1[Cl:18])[CH2:5][O:6][C:7]1[CH:14]=[CH:13][C:10]([CH2:11][N:22]2[CH2:23][CH2:24][CH:25]([C:26]([OH:28])=[O:27])[CH:20]([CH3:19])[CH2:21]2)=[CH:9][CH:8]=1. (5) Given the reactants [Br:1][C:2]1[CH:7]=[CH:6][C:5]([N:8]=[C:9]=[S:10])=[CH:4][CH:3]=1.Cl.[O-:12][Mn](=O)(=O)=O.[K+].[CH3:18][N:19]=[C:20]=[O:21], predict the reaction product. The product is: [Br:1][C:2]1[CH:7]=[CH:6][C:5]([N:8]2[C:9](=[O:12])[S:10][N:19]([CH3:18])[C:20]2=[O:21])=[CH:4][CH:3]=1.